This data is from TCR-epitope binding with 47,182 pairs between 192 epitopes and 23,139 TCRs. The task is: Binary Classification. Given a T-cell receptor sequence (or CDR3 region) and an epitope sequence, predict whether binding occurs between them. (1) The epitope is VLWAHGFEL. The TCR CDR3 sequence is CASSLLGGEAFF. Result: 1 (the TCR binds to the epitope). (2) The epitope is FVRATATIPI. The TCR CDR3 sequence is CASLERTSGGEQFF. Result: 0 (the TCR does not bind to the epitope). (3) Result: 0 (the TCR does not bind to the epitope). The TCR CDR3 sequence is CASSLDPHWGAFF. The epitope is KLGGALQAK. (4) The epitope is EEHVQIHTI. The TCR CDR3 sequence is CASQLTGTNTEAFF. Result: 0 (the TCR does not bind to the epitope). (5) The epitope is KLFIRQEEV. The TCR CDR3 sequence is CASSLNPGGLYNEQFF. Result: 0 (the TCR does not bind to the epitope). (6) The epitope is HTTDPSFLGRY. The TCR CDR3 sequence is CSVEAVSSYEQYF. Result: 1 (the TCR binds to the epitope).